This data is from NCI-60 drug combinations with 297,098 pairs across 59 cell lines. The task is: Regression. Given two drug SMILES strings and cell line genomic features, predict the synergy score measuring deviation from expected non-interaction effect. (1) Drug 1: CC12CCC3C(C1CCC2=O)CC(=C)C4=CC(=O)C=CC34C. Drug 2: C1=CC(=CC=C1CC(C(=O)O)N)N(CCCl)CCCl.Cl. Cell line: PC-3. Synergy scores: CSS=31.9, Synergy_ZIP=0.686, Synergy_Bliss=3.16, Synergy_Loewe=-6.87, Synergy_HSA=3.58. (2) Drug 1: C1CC(C1)(C(=O)O)C(=O)O.[NH2-].[NH2-].[Pt+2]. Drug 2: CN1C(=O)N2C=NC(=C2N=N1)C(=O)N. Cell line: HCT116. Synergy scores: CSS=-0.622, Synergy_ZIP=2.46, Synergy_Bliss=-0.0785, Synergy_Loewe=-5.36, Synergy_HSA=-4.09.